Dataset: Forward reaction prediction with 1.9M reactions from USPTO patents (1976-2016). Task: Predict the product of the given reaction. Given the reactants [NH2:1][C:2]1[CH:3]=[CH:4][C:5](OC)=[N:6][CH:7]=1.[C:10]1(=O)[CH2:15][CH2:14][CH2:13][CH2:12][CH2:11]1.C[Si]([C:21]#[N:22])(C)C.[C:23](O)(=O)C, predict the reaction product. The product is: [CH3:23][C:5]1[N:6]=[CH:7][C:2]([NH:1][C:10]2([C:21]#[N:22])[CH2:15][CH2:14][CH2:13][CH2:12][CH2:11]2)=[CH:3][CH:4]=1.